This data is from Reaction yield outcomes from USPTO patents with 853,638 reactions. The task is: Predict the reaction yield, written as a fraction of the theoretical maximum amount of product (1.0 means a 100% yield; for example, 0.34 means a 34% yield). (1) The reactants are [CH3:1][O:2][C:3]1[CH:8]=[CH:7][C:6]([C:9](=[O:16])[CH2:10][C:11]([O:13][CH2:14][CH3:15])=[O:12])=[CH:5][CH:4]=1.N1[CH2:22][CH2:21][CH2:20][CH2:19][CH2:18]1.OC1C=CC=CC=1C=O. The catalyst is C(O)C. The product is [CH3:1][O:2][C:3]1[CH:4]=[CH:5][C:6]([C:9]([C:10]2[C:11](=[O:12])[O:13][C:14]3[C:21]([CH:22]=2)=[CH:20][CH:19]=[CH:18][CH:15]=3)=[O:16])=[CH:7][CH:8]=1. The yield is 0.880. (2) The reactants are [CH2:1]([S:4](Cl)(=[O:6])=[O:5])[CH2:2]C.[NH2:8][CH2:9][C@:10]([C:13]1[CH:18]=[CH:17][C:16]([I:19])=[CH:15][CH:14]=1)([OH:12])[CH3:11].[CH2:20]1CCN2C(=NCCC2)CC1. The catalyst is C(Cl)Cl. The product is [OH:12][C@:10]([C:13]1[CH:14]=[CH:15][C:16]([I:19])=[CH:17][CH:18]=1)([CH3:11])[CH2:9][NH:8][S:4]([CH:1]([CH3:2])[CH3:20])(=[O:5])=[O:6]. The yield is 0.300. (3) The reactants are [CH2:1]([O:3][C@H:4]([C:17]([O:19][CH2:20][CH3:21])=[O:18])[CH2:5][C:6]1[CH:16]=[CH:15][C:9]([O:10][CH2:11][C:12]([OH:14])=O)=[CH:8][CH:7]=1)[CH3:2].Cl.[F:23][C:24]1[CH:39]=[C:38]([F:40])[CH:37]=[CH:36][C:25]=1[CH2:26][NH:27][CH2:28][CH2:29][CH2:30][CH2:31][CH2:32][CH2:33][CH2:34][CH3:35].C(N(CC)C(C)C)(C)C.Cl.C(N=C=NCCCN(C)C)C. The catalyst is C(Cl)Cl.CN(C1C=CN=CC=1)C. The product is [F:23][C:24]1[CH:39]=[C:38]([F:40])[CH:37]=[CH:36][C:25]=1[CH2:26][N:27]([CH2:28][CH2:29][CH2:30][CH2:31][CH2:32][CH2:33][CH2:34][CH3:35])[C:12](=[O:14])[CH2:11][O:10][C:9]1[CH:8]=[CH:7][C:6]([CH2:5][C@H:4]([O:3][CH2:1][CH3:2])[C:17]([O:19][CH2:20][CH3:21])=[O:18])=[CH:16][CH:15]=1. The yield is 0.380. (4) The reactants are Cl.Cl.[CH3:3][C:4]1[N:8]([CH:9]2[CH2:15][CH:14]3[N:16]([CH2:17][CH2:18][C:19]4([C:25]5[CH:30]=[CH:29][CH:28]=[CH:27][CH:26]=5)[CH2:24][CH2:23][NH:22][CH2:21][CH2:20]4)[CH:11]([CH2:12][CH2:13]3)[CH2:10]2)[C:7]2[CH:31]=[CH:32][CH:33]=[CH:34][C:6]=2[N:5]=1.[Cl:35][C:36]1[CH:37]=[C:38]([CH:42]=[CH:43][C:44]=1[S:45](=[O:48])(=[O:47])[NH2:46])C(O)=O.C(N(CC)CC)C.CN([C:59]([O:63]N1N=NC2C=CC=NC1=2)=[N+](C)C)C.F[P-](F)(F)(F)(F)F. The catalyst is CN(C=O)C.C(Cl)Cl. The product is [Cl:35][C:36]1[CH:37]=[CH:38][C:42]([C:59]([N:22]2[CH2:21][CH2:20][C:19]([CH2:18][CH2:17][N:16]3[CH:14]4[CH2:13][CH2:12][CH:11]3[CH2:10][CH:9]([N:8]3[C:7]5[CH:31]=[CH:32][CH:33]=[CH:34][C:6]=5[N:5]=[C:4]3[CH3:3])[CH2:15]4)([C:25]3[CH:30]=[CH:29][CH:28]=[CH:27][CH:26]=3)[CH2:24][CH2:23]2)=[O:63])=[CH:43][C:44]=1[S:45]([NH2:46])(=[O:47])=[O:48]. The yield is 0.470.